This data is from Reaction yield outcomes from USPTO patents with 853,638 reactions. The task is: Predict the reaction yield, written as a fraction of the theoretical maximum amount of product (1.0 means a 100% yield; for example, 0.34 means a 34% yield). (1) The reactants are [Cl:1][C:2]1[CH:3]=[C:4]([CH:8]=[C:9]([O:11][CH3:12])[N:10]=1)[C:5]([OH:7])=[O:6].S(Cl)(Cl)=O.[CH2:17](O)[CH3:18]. No catalyst specified. The product is [CH2:17]([O:6][C:5](=[O:7])[C:4]1[CH:8]=[C:9]([O:11][CH3:12])[N:10]=[C:2]([Cl:1])[CH:3]=1)[CH3:18]. The yield is 0.980. (2) The reactants are [CH3:1][NH:2][C:3]1[CH:17]=[CH:16][C:6]([O:7][C:8]2[CH:13]=[CH:12][N:11]=[C:10]([C:14]#[N:15])[CH:9]=2)=[CH:5][C:4]=1[N+:18]([O-])=O.C([O-])([O-])=O.[Na+].[Na+].[O-]S(S([O-])=O)=O.[Na+].[Na+].CC(OO)=O. The catalyst is CCO.O. The product is [CH3:1][NH:2][C:3]1[CH:17]=[CH:16][C:6]([O:7][C:8]2[CH:13]=[CH:12][N:11]=[C:10]([C:14]#[N:15])[CH:9]=2)=[CH:5][C:4]=1[NH2:18]. The yield is 0.760. (3) The reactants are FC(F)(F)S(O[C:7]1[CH:12]=[CH:11][C:10]([N:13]2[C:19](=[O:20])[C:18]3[C:21]([NH2:25])=[N:22][CH:23]=[N:24][C:17]=3[O:16][C@H:15]([CH3:26])[CH2:14]2)=[CH:9][CH:8]=1)(=O)=O.[Cl:29][C:30]1[CH:35]=[C:34]([CH2:36][S:37][CH3:38])[CH:33]=[CH:32][C:31]=1B1OC(C)(C)C(C)(C)O1.P([O-])([O-])([O-])=O.[K+].[K+].[K+].O. The catalyst is COCCOC.Cl[Pd]Cl.C1(P(C2C=CC=CC=2)[C-]2C=CC=C2)C=CC=CC=1.[C-]1(P(C2C=CC=CC=2)C2C=CC=CC=2)C=CC=C1.[Fe+2].CO. The product is [NH2:25][C:21]1[C:18]2[C:19](=[O:20])[N:13]([C:10]3[CH:9]=[CH:8][C:7]([C:31]4[CH:32]=[CH:33][C:34]([CH2:36][S:37][CH3:38])=[CH:35][C:30]=4[Cl:29])=[CH:12][CH:11]=3)[CH2:14][C@@H:15]([CH3:26])[O:16][C:17]=2[N:24]=[CH:23][N:22]=1. The yield is 0.696. (4) The reactants are [F:1][C:2]1[CH:3]=[CH:4][C:5]([N+:9]([O-])=O)=[C:6]([OH:8])[CH:7]=1.[Sn](Cl)Cl.[C:15](=[O:18])(O)[O-].[Na+]. The catalyst is C(O)C. The product is [OH:8][C:6]1[CH:7]=[C:2]([F:1])[CH:3]=[CH:4][C:5]=1[NH:9][C:15]([NH:9][C:5]1[CH:6]=[CH:7][CH:2]=[CH:3][CH:4]=1)=[O:18]. The yield is 0.830.